Dataset: TCR-epitope binding with 47,182 pairs between 192 epitopes and 23,139 TCRs. Task: Binary Classification. Given a T-cell receptor sequence (or CDR3 region) and an epitope sequence, predict whether binding occurs between them. (1) The TCR CDR3 sequence is CASSPGTGDYEQYF. The epitope is QARQMVQAMRTIGTHP. Result: 0 (the TCR does not bind to the epitope). (2) The epitope is FIAGLIAIV. The TCR CDR3 sequence is CASSENPLAGGEDEQFF. Result: 1 (the TCR binds to the epitope). (3) The epitope is VTEHDTLLY. The TCR CDR3 sequence is CASSRRGQNTEAFF. Result: 1 (the TCR binds to the epitope). (4) The epitope is FLASKIGRLV. The TCR CDR3 sequence is CASTYMGLGNQPQHF. Result: 0 (the TCR does not bind to the epitope). (5) The epitope is EILDITPCSF. The TCR CDR3 sequence is CATRGDPYNEQFF. Result: 1 (the TCR binds to the epitope). (6) The epitope is FPPTSFGPL. The TCR CDR3 sequence is CASSSDRGTAKENPDTQYF. Result: 0 (the TCR does not bind to the epitope).